Predict the reaction yield, written as a fraction of the theoretical maximum amount of product (1.0 means a 100% yield; for example, 0.34 means a 34% yield). From a dataset of Reaction yield outcomes from USPTO patents with 853,638 reactions. The reactants are [C:1]([C:3]1[C:4]([C:20]([F:23])([F:22])[F:21])=[C:5]2[C:9](=[CH:10][CH:11]=1)[N:8]([CH2:12][C:13](=[NH:16])[NH:14][OH:15])[C:7]([CH2:17][CH2:18][CH3:19])=[CH:6]2)#[N:2].[Br:24][C:25]1[CH:33]=[CH:32][C:31]([Cl:34])=[CH:30][C:26]=1[C:27](Cl)=O.C(N(CC)CC)C. The catalyst is C(#N)C. The product is [Br:24][C:25]1[CH:33]=[CH:32][C:31]([Cl:34])=[CH:30][C:26]=1[C:27]1[O:15][N:14]=[C:13]([CH2:12][N:8]2[C:9]3[C:5](=[C:4]([C:20]([F:22])([F:23])[F:21])[C:3]([C:1]#[N:2])=[CH:11][CH:10]=3)[CH:6]=[C:7]2[CH2:17][CH2:18][CH3:19])[N:16]=1. The yield is 0.360.